Predict the reaction yield, written as a fraction of the theoretical maximum amount of product (1.0 means a 100% yield; for example, 0.34 means a 34% yield). From a dataset of Reaction yield outcomes from USPTO patents with 853,638 reactions. (1) The reactants are [CH2:1]([O:8][C:9]([NH:11][CH:12](P(OC)(OC)=O)[C:13]([O:15][CH3:16])=[O:14])=[O:10])[C:2]1[CH:7]=[CH:6][CH:5]=[CH:4][CH:3]=1.CN(C)C(N(C)C)=N.[O:31]1[CH2:36][CH2:35][C:34](=O)[CH2:33][CH2:32]1. The catalyst is C(OCC)(=O)C. The product is [CH2:1]([O:8][C:9]([NH:11][C:12](=[C:34]1[CH2:35][CH2:36][O:31][CH2:32][CH2:33]1)[C:13]([O:15][CH3:16])=[O:14])=[O:10])[C:2]1[CH:3]=[CH:4][CH:5]=[CH:6][CH:7]=1. The yield is 0.850. (2) The reactants are [NH2:1][C:2]1[CH:3]=[C:4]([CH2:8][CH2:9][OH:10])[CH:5]=[CH:6][CH:7]=1.[CH3:11][C:12]1[S:13][C:14]([C:18](O)=[O:19])=[C:15]([CH3:17])[N:16]=1.Cl.CN(C)CCCN=C=NCC.ON1C2C=CC=CC=2N=N1. The catalyst is CN(C=O)C. The product is [OH:10][CH2:9][CH2:8][C:4]1[CH:3]=[C:2]([NH:1][C:18]([C:14]2[S:13][C:12]([CH3:11])=[N:16][C:15]=2[CH3:17])=[O:19])[CH:7]=[CH:6][CH:5]=1. The yield is 0.730. (3) The reactants are [OH:1][C@H:2]1[CH2:5][C@H:4]([N:6]2[C:11](=[O:12])[C:10]([CH2:13][C:14]3[CH:19]=[CH:18][C:17]([C:20]4[C:21]([C:26]#[N:27])=[CH:22][CH:23]=[CH:24][CH:25]=4)=[CH:16][CH:15]=3)=[C:9]([CH2:28][CH2:29][CH3:30])[N:8]3[N:31]=[CH:32][N:33]=[C:7]23)[CH2:3]1.FC(F)(F)S(O[Si](C(C)(C)C)(C)C)(=O)=O.[N:49]1C(C)=CC=CC=1C.[Cl-].O[NH3+].[C:60](=[O:63])([O-])[OH:61].[Na+]. The catalyst is C(OCC)(=O)C.CS(C)=O.O1CCCC1. The product is [OH:1][C@H:2]1[CH2:5][C@H:4]([N:6]2[C:11](=[O:12])[C:10]([CH2:13][C:14]3[CH:15]=[CH:16][C:17]([C:20]4[CH:25]=[CH:24][CH:23]=[CH:22][C:21]=4[C:26]4[NH:49][C:60](=[O:63])[O:61][N:27]=4)=[CH:18][CH:19]=3)=[C:9]([CH2:28][CH2:29][CH3:30])[N:8]3[N:31]=[CH:32][N:33]=[C:7]23)[CH2:3]1. The yield is 0.410.